Dataset: Full USPTO retrosynthesis dataset with 1.9M reactions from patents (1976-2016). Task: Predict the reactants needed to synthesize the given product. Given the product [CH3:3][N:4]1[C:8]2=[N:9][CH:10]=[CH:11][CH:12]=[C:7]2[C:6]([CH:13]=[O:1])=[CH:5]1, predict the reactants needed to synthesize it. The reactants are: [OH-:1].[Na+].[CH3:3][N:4]1[C:8]2=[N:9][CH:10]=[CH:11][CH:12]=[C:7]2[CH:6]=[CH:5]1.[CH3:13]N1C2C(=CC=CC=2)C(C)=C1.